Dataset: Peptide-MHC class I binding affinity with 185,985 pairs from IEDB/IMGT. Task: Regression. Given a peptide amino acid sequence and an MHC pseudo amino acid sequence, predict their binding affinity value. This is MHC class I binding data. The peptide sequence is IVMLHTTER. The MHC is HLA-A68:01 with pseudo-sequence HLA-A68:01. The binding affinity (normalized) is 0.724.